This data is from Reaction yield outcomes from USPTO patents with 853,638 reactions. The task is: Predict the reaction yield, written as a fraction of the theoretical maximum amount of product (1.0 means a 100% yield; for example, 0.34 means a 34% yield). (1) The reactants are [C:1]([C:5]1[CH:44]=[CH:43][C:8]([C:9]([NH:11][C@@H:12]([CH2:16][C:17]2[CH:22]=[CH:21][C:20]([C:23]3[N:28]=[CH:27][C:26]([C:29]4[CH:34]=[CH:33][C:32]([O:35][CH2:36][CH2:37][CH2:38][CH2:39][CH2:40][CH2:41][CH3:42])=[CH:31][CH:30]=4)=[CH:25][N:24]=3)=[CH:19][CH:18]=2)[C:13](O)=[O:14])=[O:10])=[CH:7][CH:6]=1)([CH3:4])([CH3:3])[CH3:2].[NH4+].[Cl-].CC[N:49](C(C)C)C(C)C.CN(C(ON1N=NC2C=CC=NC1=2)=[N+](C)C)C.F[P-](F)(F)(F)(F)F. The catalyst is CN(C=O)C.CC(=O)OCC. The product is [NH2:49][C:13](=[O:14])[C@@H:12]([NH:11][C:9](=[O:10])[C:8]1[CH:43]=[CH:44][C:5]([C:1]([CH3:2])([CH3:3])[CH3:4])=[CH:6][CH:7]=1)[CH2:16][C:17]1[CH:18]=[CH:19][C:20]([C:23]2[N:24]=[CH:25][C:26]([C:29]3[CH:30]=[CH:31][C:32]([O:35][CH2:36][CH2:37][CH2:38][CH2:39][CH2:40][CH2:41][CH3:42])=[CH:33][CH:34]=3)=[CH:27][N:28]=2)=[CH:21][CH:22]=1. The yield is 0.770. (2) The reactants are [Cl:1][C:2]1[CH:7]=[C:6]([O:8][C:9]2[CH:14]=[CH:13][C:12]([CH:15]=[CH2:16])=[CH:11][CH:10]=2)[CH:5]=[CH:4][C:3]=1[CH3:17].B1C2CCCC1CCC2.C1C[O:30]CC1. No catalyst specified. The product is [Cl:1][C:2]1[CH:7]=[C:6]([O:8][C:9]2[CH:14]=[CH:13][C:12]([CH2:15][CH2:16][OH:30])=[CH:11][CH:10]=2)[CH:5]=[CH:4][C:3]=1[CH3:17]. The yield is 0.665. (3) The reactants are Cl.[Cl:2][CH2:3][C@H:4]1[C:12]2[C:11]3[CH:13]=[CH:14][CH:15]=[CH:16][C:10]=3[C:9]([OH:17])=[CH:8][C:7]=2[NH:6][CH2:5]1.[F:18][C:19]([F:30])([F:29])[C:20](O[C:20](=[O:21])[C:19]([F:30])([F:29])[F:18])=[O:21].C(N(C(C)C)CC)(C)C.Cl. The catalyst is C(Cl)Cl.O1CCOCC1.C(OCC)(=O)C. The product is [Cl:2][CH2:3][C@H:4]1[C:12]2[C:11]3[CH:13]=[CH:14][CH:15]=[CH:16][C:10]=3[C:9]([OH:17])=[CH:8][C:7]=2[N:6]([C:20](=[O:21])[C:19]([F:30])([F:29])[F:18])[CH2:5]1. The yield is 1.00. (4) The reactants are Cl[C:2]1[N:3]=[C:4]([N:15]2[CH2:20][CH2:19][O:18][CH2:17][CH2:16]2)[C:5]2[S:10][C:9]([C:11]([OH:14])([CH3:13])[CH3:12])=[CH:8][C:6]=2[N:7]=1.CC1(C)C(C)(C)OB([C:29]2[C:38]3[C:33](=[CH:34][CH:35]=[CH:36][CH:37]=3)[C:32]([NH2:39])=[N:31][CH:30]=2)O1.C(=O)([O-])[O-].[Na+].[Na+]. The catalyst is C(#N)C.O.Cl[Pd](Cl)([P](C1C=CC=CC=1)(C1C=CC=CC=1)C1C=CC=CC=1)[P](C1C=CC=CC=1)(C1C=CC=CC=1)C1C=CC=CC=1. The product is [NH2:39][C:32]1[C:33]2[C:38](=[CH:37][CH:36]=[CH:35][CH:34]=2)[C:29]([C:2]2[N:3]=[C:4]([N:15]3[CH2:20][CH2:19][O:18][CH2:17][CH2:16]3)[C:5]3[S:10][C:9]([C:11]([OH:14])([CH3:13])[CH3:12])=[CH:8][C:6]=3[N:7]=2)=[CH:30][N:31]=1. The yield is 0.0600.